Dataset: Reaction yield outcomes from USPTO patents with 853,638 reactions. Task: Predict the reaction yield, written as a fraction of the theoretical maximum amount of product (1.0 means a 100% yield; for example, 0.34 means a 34% yield). (1) The reactants are [N-:1]=[N+:2]=[N-:3].[Na+].Br[CH2:6][CH2:7][CH2:8][O:9][C:10]1[CH:11]=[C:12]2[C:17](=[CH:18][C:19]=1[O:20][CH3:21])[C:16](=[O:22])[N:15]([CH2:23][CH2:24][CH2:25][N:26]1[CH2:31][CH2:30][O:29][CH2:28][CH2:27]1)[C:14]1[C:32]3[CH:33]=[C:34]4[O:42][CH2:41][O:40][C:35]4=[CH:36][C:37]=3[C:38](=[O:39])[C:13]2=1. The catalyst is CS(C)=O.C(Cl)(Cl)Cl. The product is [N:1]([CH2:6][CH2:7][CH2:8][O:9][C:10]1[CH:11]=[C:12]2[C:17](=[CH:18][C:19]=1[O:20][CH3:21])[C:16](=[O:22])[N:15]([CH2:23][CH2:24][CH2:25][N:26]1[CH2:31][CH2:30][O:29][CH2:28][CH2:27]1)[C:14]1[C:32]3[CH:33]=[C:34]4[O:42][CH2:41][O:40][C:35]4=[CH:36][C:37]=3[C:38](=[O:39])[C:13]2=1)=[N+:2]=[N-:3]. The yield is 0.600. (2) The reactants are [CH2:1]([O:4][CH2:5][C:6]1[CH:11]=[C:10]([Cl:12])[C:9]([CH2:13][C:14]2[CH:19]=[CH:18][C:17]([CH2:20][CH3:21])=[CH:16][CH:15]=2)=[CH:8][C:7]=1[C@H:22]1[C@H:27]([O:28][CH2:29][C:30]2[CH:35]=[CH:34][CH:33]=[CH:32][CH:31]=2)[C@@H:26]([O:36][CH2:37][C:38]2[CH:43]=[CH:42][CH:41]=[CH:40][CH:39]=2)[C@H:25]([O:44][CH2:45][C:46]2[CH:51]=[CH:50][CH:49]=[CH:48][CH:47]=2)[C@@H:24]([CH2:52][O:53][CH2:54][C:55]2[CH:60]=[CH:59][CH:58]=[CH:57][CH:56]=2)[O:23]1)[CH:2]=[CH2:3].CN(C=[O:65])C. The catalyst is [Pd](Cl)Cl.[Cu](Cl)Cl. The product is [Cl:12][C:10]1[C:9]([CH2:13][C:14]2[CH:15]=[CH:16][C:17]([CH2:20][CH3:21])=[CH:18][CH:19]=2)=[CH:8][C:7]([C@H:22]2[C@H:27]([O:28][CH2:29][C:30]3[CH:35]=[CH:34][CH:33]=[CH:32][CH:31]=3)[C@@H:26]([O:36][CH2:37][C:38]3[CH:39]=[CH:40][CH:41]=[CH:42][CH:43]=3)[C@H:25]([O:44][CH2:45][C:46]3[CH:51]=[CH:50][CH:49]=[CH:48][CH:47]=3)[C@@H:24]([CH2:52][O:53][CH2:54][C:55]3[CH:60]=[CH:59][CH:58]=[CH:57][CH:56]=3)[O:23]2)=[C:6]([CH:11]=1)[CH2:5][O:4][CH2:1][C:2](=[O:65])[CH3:3]. The yield is 0.582.